From a dataset of Full USPTO retrosynthesis dataset with 1.9M reactions from patents (1976-2016). Predict the reactants needed to synthesize the given product. Given the product [Cl:1][C:2]1[CH:3]=[C:4]([CH:14]=[CH:15][C:16]=1[Cl:17])[CH2:5][N:6]1[CH2:11][CH2:10][O:9][C@@H:8]([CH2:12][NH:13][C:24](=[O:29])[CH2:25][CH2:26][CH2:27][CH3:28])[CH2:7]1, predict the reactants needed to synthesize it. The reactants are: [Cl:1][C:2]1[CH:3]=[C:4]([CH:14]=[CH:15][C:16]=1[Cl:17])[CH2:5][N:6]1[CH2:11][CH2:10][O:9][C@@H:8]([CH2:12][NH2:13])[CH2:7]1.N1C=CC=CC=1.[C:24](Cl)(=[O:29])[CH2:25][CH2:26][CH2:27][CH3:28].